Predict the product of the given reaction. From a dataset of Forward reaction prediction with 1.9M reactions from USPTO patents (1976-2016). (1) The product is: [Br:21][C:18]1[CH:19]=[CH:20][C:15]([O:13][CH2:8][C:9]([F:12])([F:11])[F:10])=[N:16][CH:17]=1. Given the reactants [H-].[Na+].CN(C=O)C.[CH2:8]([OH:13])[C:9]([F:12])([F:11])[F:10].Br[C:15]1[CH:20]=[CH:19][C:18]([Br:21])=[CH:17][N:16]=1, predict the reaction product. (2) The product is: [CH:1]([C:4]1[N:8]2[CH:9]=[C:10]([C:19]#[C:18][Si:15]([CH3:17])([CH3:16])[CH3:14])[CH:11]=[CH:12][C:7]2=[N:6][N:5]=1)([CH3:3])[CH3:2]. Given the reactants [CH:1]([C:4]1[N:8]2[CH:9]=[C:10](Br)[CH:11]=[CH:12][C:7]2=[N:6][N:5]=1)([CH3:3])[CH3:2].[CH3:14][Si:15]([C:18]#[CH:19])([CH3:17])[CH3:16].C(NC(C)C)(C)C, predict the reaction product. (3) Given the reactants [CH3:1][C:2]1[O:3][CH:4]=[CH:5][C:6]=1[CH3:7].[Mg].Br[C:10]1[CH:15]=CC=[CH:12][C:11]=1F.[Cl-].[NH4+].[CH2:19]1COC[CH2:20]1, predict the reaction product. The product is: [CH3:15][C:10]1[CH:3]=[C:2]([OH:1])[C:6]2[C:7]([C:11]=1[CH3:12])=[CH:20][CH:19]=[CH:4][CH:5]=2. (4) Given the reactants Br[CH2:2][C:3]1[CH:8]=[C:7]([F:9])[CH:6]=[CH:5][C:4]=1[Cl:10].[Na+].[I-].[C:13]([S-:15])#[N:14].[K+], predict the reaction product. The product is: [Cl:10][C:4]1[CH:5]=[CH:6][C:7]([F:9])=[CH:8][C:3]=1[CH2:2][N:14]=[C:13]=[S:15]. (5) The product is: [CH:23]([N:18]1[C:17]2[CH:16]=[CH:15][CH:14]=[C:13]([C:11]3[O:12][C:5]([CH:6]([CH3:8])[CH3:7])=[C:4]([CH:1]([CH3:3])[CH3:2])[N:10]=3)[C:21]=2[N:20]=[C:19]1[Cl:28])([CH3:25])[CH3:24]. Given the reactants [CH:1]([C@H:4]([NH:10][C:11]([C:13]1[C:21]2[NH:20][C:19](=O)[N:18]([CH:23]([CH3:25])[CH3:24])[C:17]=2[CH:16]=[CH:15][CH:14]=1)=[O:12])[C:5](=O)[CH:6]([CH3:8])[CH3:7])([CH3:3])[CH3:2].P(Cl)(Cl)([Cl:28])=O, predict the reaction product.